Dataset: Forward reaction prediction with 1.9M reactions from USPTO patents (1976-2016). Task: Predict the product of the given reaction. (1) The product is: [CH3:16][O:17][C:18]([C:20]1[NH:21][N:22]=[C:23]([O:14][CH2:13][C:12]2[C:8]([C:5]3[CH:4]=[CH:3][C:2]([F:1])=[CH:7][N:6]=3)=[N:9][O:10][C:11]=2[CH3:15])[CH:24]=1)=[O:19]. Given the reactants [F:1][C:2]1[CH:3]=[CH:4][C:5]([C:8]2[C:12]([CH2:13][OH:14])=[C:11]([CH3:15])[O:10][N:9]=2)=[N:6][CH:7]=1.[CH3:16][O:17][C:18]([C:20]1[N:21](C)[N:22]=[C:23](O)[CH:24]=1)=[O:19], predict the reaction product. (2) The product is: [F:1][C:2]([F:27])([F:26])[S:3]([O:46][C:36]1[C:35]([C:32]2[CH:31]=[CH:30][C:29]([Cl:28])=[CH:34][CH:33]=2)=[C:44]2[C:39]([CH:40]=[CH:41][CH:42]=[N:43]2)=[CH:38][C:37]=1[CH3:45])(=[O:5])=[O:4]. Given the reactants [F:1][C:2]([F:27])([F:26])[S:3](OC1C(C2C=CC(Cl)=CC=2)=C2C(=CC=1Cl)N=C(C)C=C2)(=[O:5])=[O:4].[Cl:28][C:29]1[CH:34]=[CH:33][C:32]([C:35]2[C:36]([OH:46])=[C:37]([CH3:45])[CH:38]=[C:39]3[C:44]=2[N:43]=[CH:42][CH:41]=[CH:40]3)=[CH:31][CH:30]=1, predict the reaction product. (3) Given the reactants Cl[C:2]1[N:10]=[CH:9][N:8]=[C:7]2[C:3]=1[N:4]=[C:5]([NH:11][C:12]1[C:17]([Cl:18])=[CH:16][CH:15]=[CH:14][C:13]=1[Cl:19])[NH:6]2.[F:20][C:21]([F:30])([F:29])[C:22]1[CH:27]=[CH:26][C:25]([NH2:28])=[CH:24][CH:23]=1.Cl, predict the reaction product. The product is: [Cl:19][C:13]1[CH:14]=[CH:15][CH:16]=[C:17]([Cl:18])[C:12]=1[NH:11][C:5]1[NH:6][C:7]2[C:3]([N:4]=1)=[C:2]([NH:28][C:25]1[CH:26]=[CH:27][C:22]([C:21]([F:20])([F:29])[F:30])=[CH:23][CH:24]=1)[N:10]=[CH:9][N:8]=2. (4) Given the reactants [Br:1][C:2]1[S:3][C:4](C(O)=O)=[CH:5][N:6]=1.[C:10](Cl)(=[O:14])C(Cl)=O.Cl.[NH:17]1[CH2:20][CH2:19][CH2:18]1.C(N(CC)CC)C, predict the reaction product. The product is: [N:17]1([C:10]([C:5]2[N:6]=[C:2]([Br:1])[S:3][CH:4]=2)=[O:14])[CH2:20][CH2:19][CH2:18]1. (5) Given the reactants [CH:1]1[CH2:8][CH2:7][CH:6]=[CH:5][CH2:4][CH2:3][CH:2]=1.N(C(C(C)C)C#N)=NC(C(C)C)C#N.[CH:23]1([PH2:28])[CH2:27][CH2:26][CH2:25][CH2:24]1.CC(N=NC(C#N)(C)C)(C#N)C, predict the reaction product. The product is: [CH:23]1([P:28]2[CH:5]3[CH2:6][CH2:7][CH2:8][CH:1]2[CH2:2][CH2:3][CH2:4]3)[CH2:27][CH2:26][CH2:25][CH2:24]1.[CH:23]1([P:28]2[CH:6]3[CH2:7][CH2:8][CH:1]2[CH2:2][CH2:3][CH2:4][CH2:5]3)[CH2:27][CH2:26][CH2:25][CH2:24]1. (6) Given the reactants C([O:3][C:4]([C:6]1([S:16]([C:19]2[CH:24]=[CH:23][C:22]([O:25][C:26]3[CH:31]=[CH:30][C:29]([Cl:32])=[CH:28][CH:27]=3)=[CH:21][CH:20]=2)(=[O:18])=[O:17])[CH2:11][CH2:10][N:9]([CH2:12][CH2:13][CH2:14][CH3:15])[CH2:8][CH2:7]1)=[O:5])C, predict the reaction product. The product is: [CH2:12]([N:9]1[CH2:10][CH2:11][C:6]([S:16]([C:19]2[CH:24]=[CH:23][C:22]([O:25][C:26]3[CH:31]=[CH:30][C:29]([Cl:32])=[CH:28][CH:27]=3)=[CH:21][CH:20]=2)(=[O:18])=[O:17])([C:4]([OH:5])=[O:3])[CH2:7][CH2:8]1)[CH2:13][CH2:14][CH3:15]. (7) Given the reactants CN(C(ON1N=NC2C=CC=NC1=2)=[N+](C)C)C.F[P-](F)(F)(F)(F)F.CCN(C(C)C)C(C)C.[CH2:34]([O:41][N:42]1[C:48](=[O:49])[N:47]2[CH2:50][C@H:43]1[CH2:44][CH2:45][C@H:46]2[C:51]([OH:53])=O)[C:35]1[CH:40]=[CH:39][CH:38]=[CH:37][CH:36]=1.[NH:54]([C:56](=[O:70])[CH2:57][CH:58]1[CH2:61][CH:60]([NH:62][C:63](=[O:69])[O:64][C:65]([CH3:68])([CH3:67])[CH3:66])[CH2:59]1)[NH2:55], predict the reaction product. The product is: [CH2:34]([O:41][N:42]1[C:48](=[O:49])[N:47]2[CH2:50][C@H:43]1[CH2:44][CH2:45][C@H:46]2[C:51]([NH:55][NH:54][C:56](=[O:70])[CH2:57][CH:58]1[CH2:61][CH:60]([NH:62][C:63](=[O:69])[O:64][C:65]([CH3:66])([CH3:67])[CH3:68])[CH2:59]1)=[O:53])[C:35]1[CH:36]=[CH:37][CH:38]=[CH:39][CH:40]=1. (8) The product is: [N:10]1[CH:9]=[N:8][N:6]2[CH:7]=[C:2]([B:11]([OH:14])[OH:12])[CH:3]=[CH:4][C:5]=12. Given the reactants Br[C:2]1[CH:3]=[CH:4][C:5]2[N:6]([N:8]=[CH:9][N:10]=2)[CH:7]=1.[B:11](OC)([O:14]C)[O:12]C.[Li]C(C)(C)C.Cl, predict the reaction product. (9) Given the reactants C[Al](C)C.[NH2:5][CH2:6][CH2:7][NH2:8].C(O[C:12](=O)[CH2:13][CH2:14][C:15]1[C:23]2[C:18](=[CH:19][CH:20]=[CH:21][CH:22]=2)[N:17]([CH2:24][C:25]2[CH:30]=[CH:29][C:28]([Cl:31])=[CH:27][C:26]=2[Cl:32])[CH:16]=1)C.O, predict the reaction product. The product is: [Cl:32][C:26]1[CH:27]=[C:28]([Cl:31])[CH:29]=[CH:30][C:25]=1[CH2:24][N:17]1[C:18]2[C:23](=[CH:22][CH:21]=[CH:20][CH:19]=2)[C:15]([CH2:14][CH2:13][C:12]2[NH:5][CH2:6][CH2:7][N:8]=2)=[CH:16]1. (10) Given the reactants [C:1]1([C:7]2[CH:16]=[C:15]3[C:10]([N:11]=[C:12]([C:17]4[CH:22]=[CH:21][C:20]([F:23])=[C:19]([F:24])[CH:18]=4)[CH:13]=[N:14]3)=[C:9]([C:25]([NH:27][CH2:28][C:29]([OH:31])=[O:30])=[O:26])[C:8]=2[OH:32])[CH2:6][CH2:5][CH2:4][CH2:3][CH:2]=1.[H][H], predict the reaction product. The product is: [CH:1]1([C:7]2[CH:16]=[C:15]3[C:10]([N:11]=[C:12]([C:17]4[CH:22]=[CH:21][C:20]([F:23])=[C:19]([F:24])[CH:18]=4)[CH:13]=[N:14]3)=[C:9]([C:25]([NH:27][CH2:28][C:29]([OH:31])=[O:30])=[O:26])[C:8]=2[OH:32])[CH2:2][CH2:3][CH2:4][CH2:5][CH2:6]1.